From a dataset of Forward reaction prediction with 1.9M reactions from USPTO patents (1976-2016). Predict the product of the given reaction. (1) Given the reactants N1C=CC=CC=1.[Cl:7][C:8]1[CH:13]=[CH:12][C:11]([C@H:14]2[N:21]3C(SC(C(O)=O)=C3C(C)C)=[N:16][C@:15]2([C:29]2[CH:34]=[CH:33][C:32]([Cl:35])=[CH:31][CH:30]=2)[CH3:28])=[CH:10][CH:9]=1, predict the reaction product. The product is: [Cl:7][C:8]1[CH:13]=[CH:12][C:11]([C@@H:14]([NH2:21])[C@:15]([C:29]2[CH:30]=[CH:31][C:32]([Cl:35])=[CH:33][CH:34]=2)([NH2:16])[CH3:28])=[CH:10][CH:9]=1. (2) Given the reactants [F:1][C:2]1[CH:3]=[C:4]([CH2:9][C@H:10]([NH:14][C:15](=[O:21])[O:16][C:17]([CH3:20])([CH3:19])[CH3:18])[C@H:11]2[CH2:13][O:12]2)[CH:5]=[C:6]([F:8])[CH:7]=1.[I:22][C:23]1[CH:24]=[C:25]2[C:30](=[CH:31][CH:32]=1)[O:29][CH2:28][CH2:27][CH:26]2[NH2:33], predict the reaction product. The product is: [F:1][C:2]1[CH:3]=[C:4]([CH:5]=[C:6]([F:8])[CH:7]=1)[CH2:9][C@H:10]([NH:14][C:15](=[O:21])[O:16][C:17]([CH3:20])([CH3:19])[CH3:18])[C@H:11]([OH:12])[CH2:13][NH:33][CH:26]1[C:25]2[C:30](=[CH:31][CH:32]=[C:23]([I:22])[CH:24]=2)[O:29][CH2:28][CH2:27]1. (3) Given the reactants [CH3:1][N:2]1[CH2:7][CH2:6][N:5]([CH3:8])[CH2:4][C@H:3]1[CH2:9][OH:10].[H-].[Na+].[C:13]1([N:19]2[CH2:24][CH2:23][N:22]([C:25](OC3C=CC([N+]([O-])=O)=CC=3)=[O:26])[CH2:21][CH2:20]2)[CH:18]=[CH:17][CH:16]=[CH:15][CH:14]=1, predict the reaction product. The product is: [C:13]1([N:19]2[CH2:20][CH2:21][N:22]([C:25]([O:10][CH2:9][C@@H:3]3[CH2:4][N:5]([CH3:8])[CH2:6][CH2:7][N:2]3[CH3:1])=[O:26])[CH2:23][CH2:24]2)[CH:14]=[CH:15][CH:16]=[CH:17][CH:18]=1.